Dataset: Forward reaction prediction with 1.9M reactions from USPTO patents (1976-2016). Task: Predict the product of the given reaction. (1) Given the reactants [C:1]([N:8]1[CH2:12][CH2:11][CH2:10][CH2:9]1)([O:3][C:4]([CH3:7])([CH3:6])[CH3:5])=[O:2].CN(C)CCN(C)C.C([Li])(CC)C.[CH:26](=[O:33])[C:27]1[CH:32]=[CH:31][CH:30]=[CH:29][CH:28]=1, predict the reaction product. The product is: [C:1]([N:8]1[CH2:9][CH2:10][CH2:11][CH:12]1[CH:26]([OH:33])[C:27]1[CH:32]=[CH:31][CH:30]=[CH:29][CH:28]=1)([O:3][C:4]([CH3:7])([CH3:6])[CH3:5])=[O:2]. (2) Given the reactants [Br:1][C:2]1[CH:3]=[C:4]([CH:7]=[C:8]([O:10][CH3:11])[CH:9]=1)[CH:5]=O.[NH:12]1[CH2:17][CH2:16][CH2:15][CH2:14][CH2:13]1.[BH4-].[Na+], predict the reaction product. The product is: [Br:1][C:2]1[CH:3]=[C:4]([CH:7]=[C:8]([O:10][CH3:11])[CH:9]=1)[CH2:5][N:12]1[CH2:17][CH2:16][CH2:15][CH2:14][CH2:13]1.